The task is: Predict the product of the given reaction.. This data is from Forward reaction prediction with 1.9M reactions from USPTO patents (1976-2016). (1) Given the reactants [CH3:1][O:2][C:3](=[O:15])[CH2:4][C:5]1[CH:14]=[CH:13][C:8]([C:9]([O:11][CH3:12])=[O:10])=[CH:7][CH:6]=1.[CH2:16](Br)[C:17]#[CH:18].C(O)(=O)C.O, predict the reaction product. The product is: [CH3:1][O:2][C:3](=[O:15])[CH:4]([CH2:18][C:17]#[CH:16])[C:5]1[CH:14]=[CH:13][C:8]([C:9]([O:11][CH3:12])=[O:10])=[CH:7][CH:6]=1. (2) Given the reactants C([N:8]1[C:16]2C=[CH:14][CH:13]=[C:12]([OH:17])[C:11]=2[CH:10]=C1C)C1C=CC=CC=1.[N:19]([CH2:22][C:23]([O:25][CH2:26][CH3:27])=[O:24])=[N+:20]=[N-:21].[CH3:28]CO, predict the reaction product. The product is: [N:19]([C:22](=[CH:10][C:11]1[CH:16]=[N:8][CH:14]=[CH:13][C:12]=1[O:17][CH3:28])[C:23]([O:25][CH2:26][CH3:27])=[O:24])=[N+:20]=[N-:21]. (3) The product is: [CH:14]([C:6]1[C:5]2[C:10](=[CH:11][C:2]([O:1][CH2:20][CH3:21])=[C:3]([C:17](=[O:19])[CH3:18])[CH:4]=2)[O:9][C:8]([CH3:13])([CH3:12])[CH:7]=1)([CH3:15])[CH3:16]. Given the reactants [OH:1][C:2]1[CH:11]=[C:10]2[C:5]([C:6]([CH:14]([CH3:16])[CH3:15])=[CH:7][C:8]([CH3:13])([CH3:12])[O:9]2)=[CH:4][C:3]=1[C:17](=[O:19])[CH3:18].[CH2:20](I)[CH3:21].C(=O)([O-])[O-].[K+].[K+], predict the reaction product.